This data is from Reaction yield outcomes from USPTO patents with 853,638 reactions. The task is: Predict the reaction yield, written as a fraction of the theoretical maximum amount of product (1.0 means a 100% yield; for example, 0.34 means a 34% yield). (1) The reactants are Cl[C:2]1[N:7]=[C:6]([O:8][CH3:9])[N:5]=[C:4]([NH:10][C:11]2[CH:16]=[CH:15][C:14]([N:17]3[CH:21]=[C:20]([CH3:22])[N:19]=[CH:18]3)=[C:13]([O:23][CH3:24])[CH:12]=2)[N:3]=1.[OH:25][C:26]1[CH:31]=[CH:30][CH:29]=[CH:28][C:27]=1[C:32]([F:35])([F:34])[F:33].C(=O)([O-])[O-].[K+].[K+].O. The catalyst is C(#N)C. The product is [CH3:24][O:23][C:13]1[CH:12]=[C:11]([NH:10][C:4]2[N:5]=[C:6]([O:8][CH3:9])[N:7]=[C:2]([O:25][C:26]3[CH:31]=[CH:30][CH:29]=[CH:28][C:27]=3[C:32]([F:33])([F:34])[F:35])[N:3]=2)[CH:16]=[CH:15][C:14]=1[N:17]1[CH:21]=[C:20]([CH3:22])[N:19]=[CH:18]1. The yield is 0.450. (2) The reactants are [CH:1]1([NH:7][C:8]([NH:10][C:11]2[N:12]=[C:13]3[C:19]([Cl:20])=[CH:18][N:17](COCC[Si](C)(C)C)[C:14]3=[N:15][CH:16]=2)=[O:9])[CH2:6][CH2:5][CH2:4][CH2:3][CH2:2]1.C(N)CN. The catalyst is Cl.CC(O)=O.CO.O.CCN(CC)CC. The product is [CH:1]1([NH:7][C:8]([NH:10][C:11]2[N:12]=[C:13]3[C:19]([Cl:20])=[CH:18][NH:17][C:14]3=[N:15][CH:16]=2)=[O:9])[CH2:2][CH2:3][CH2:4][CH2:5][CH2:6]1. The yield is 0.160. (3) The reactants are [CH3:1][C:2]1[C:6]2[C:7](=[O:19])[N:8]([CH2:11][CH2:12][N:13]3[CH2:18][CH2:17][CH2:16][CH2:15][CH2:14]3)[CH2:9][CH2:10][C:5]=2[NH:4][C:3]=1[CH:20]=O.[F:22][C:23]1[CH:24]=[C:25]2[C:29](=[CH:30][C:31]=1[NH:32][C:33](=[O:37])[CH2:34][O:35][CH3:36])[NH:28][C:27](=[O:38])[CH2:26]2. No catalyst specified. The product is [F:22][C:23]1[CH:24]=[C:25]2[C:29](=[CH:30][C:31]=1[NH:32][C:33](=[O:37])[CH2:34][O:35][CH3:36])[NH:28][C:27](=[O:38])[C:26]2=[CH:20][C:3]1[NH:4][C:5]2[CH2:10][CH2:9][N:8]([CH2:11][CH2:12][N:13]3[CH2:14][CH2:15][CH2:16][CH2:17][CH2:18]3)[C:7](=[O:19])[C:6]=2[C:2]=1[CH3:1]. The yield is 0.550. (4) The reactants are [NH2:1][C:2]1[CH:7]=[CH:6][C:5]([CH:8]2[O:13][CH2:12][CH2:11][N:10]([C:14]([O:16][C:17]([CH3:20])([CH3:19])[CH3:18])=[O:15])[CH2:9]2)=[CH:4][CH:3]=1.CS([C:25]1[N:30]=[C:29]([CH2:31][CH2:32][C:33]2[CH:38]=[CH:37][CH:36]=[CH:35][C:34]=2[CH2:39][C:40]([O:42][CH3:43])=[O:41])[C:28]([C:44]([F:47])([F:46])[F:45])=[CH:27][N:26]=1)(=O)=O.C(O)(C(F)(F)F)=O.CC(OC(OC(OC(C)(C)C)=O)=O)(C)C. The catalyst is C(O)C(F)(F)F. The product is [CH3:43][O:42][C:40](=[O:41])[CH2:39][C:34]1[CH:35]=[CH:36][CH:37]=[CH:38][C:33]=1[CH2:32][CH2:31][C:29]1[C:28]([C:44]([F:47])([F:45])[F:46])=[CH:27][N:26]=[C:25]([NH:1][C:2]2[CH:7]=[CH:6][C:5]([CH:8]3[O:13][CH2:12][CH2:11][N:10]([C:14]([O:16][C:17]([CH3:20])([CH3:19])[CH3:18])=[O:15])[CH2:9]3)=[CH:4][CH:3]=2)[N:30]=1. The yield is 0.420. (5) The reactants are [Cl:1][C:2]1[CH:3]=[C:4]([CH2:9][NH2:10])[CH:5]=[CH:6][C:7]=1[Cl:8].[CH2:11]([O:13][CH:14]([O:19][CH2:20][CH3:21])[C:15](=[NH:18])OC)[CH3:12]. The catalyst is CO. The product is [Cl:1][C:2]1[CH:3]=[C:4]([CH:5]=[CH:6][C:7]=1[Cl:8])[CH2:9][NH:10][C:15](=[NH:18])[CH:14]([O:19][CH2:20][CH3:21])[O:13][CH2:11][CH3:12]. The yield is 0.727.